This data is from Peptide-MHC class I binding affinity with 185,985 pairs from IEDB/IMGT. The task is: Regression. Given a peptide amino acid sequence and an MHC pseudo amino acid sequence, predict their binding affinity value. This is MHC class I binding data. (1) The peptide sequence is EGAGIDDPV. The MHC is HLA-B51:01 with pseudo-sequence HLA-B51:01. The binding affinity (normalized) is 0.0847. (2) The peptide sequence is RQLAKAIIT. The MHC is HLA-B15:01 with pseudo-sequence HLA-B15:01. The binding affinity (normalized) is 0.0187. (3) The peptide sequence is TTRAVNMEV. The MHC is HLA-B15:01 with pseudo-sequence HLA-B15:01. The binding affinity (normalized) is 0.0847. (4) The peptide sequence is VLKLRFWLI. The MHC is HLA-A02:11 with pseudo-sequence HLA-A02:11. The binding affinity (normalized) is 0.0847. (5) The peptide sequence is YRPVFSSPPSY. The MHC is Mamu-B03 with pseudo-sequence Mamu-B03. The binding affinity (normalized) is 0.0893.